This data is from Full USPTO retrosynthesis dataset with 1.9M reactions from patents (1976-2016). The task is: Predict the reactants needed to synthesize the given product. (1) The reactants are: [F:1][C:2]([F:20])([F:19])[CH:3]([C:5]1[CH:10]=[CH:9][CH:8]=[CH:7][C:6]=1[C:11]1[CH:12]=[CH:13][C:14]([C:17]#[N:18])=[N:15][CH:16]=1)[OH:4].[NH2:21][C:22]1[N:27]=[C:26]([C:28]2[CH:33]=[CH:32][C:31]([CH2:34][C@H:35]([NH:39][C:40]([O:42][C:43]([CH3:46])([CH3:45])[CH3:44])=[O:41])[C:36]([OH:38])=[O:37])=[CH:30][CH:29]=2)[CH:25]=[C:24](Cl)[N:23]=1.C(=O)([O-])[O-].[Cs+].[Cs+].Cl. Given the product [NH2:21][C:22]1[N:27]=[C:26]([C:28]2[CH:33]=[CH:32][C:31]([CH2:34][C@H:35]([NH:39][C:40]([O:42][C:43]([CH3:46])([CH3:45])[CH3:44])=[O:41])[C:36]([OH:38])=[O:37])=[CH:30][CH:29]=2)[CH:25]=[C:24]([O:4][CH:3]([C:5]2[CH:10]=[CH:9][CH:8]=[CH:7][C:6]=2[C:11]2[CH:16]=[N:15][C:14]([C:17]#[N:18])=[CH:13][CH:12]=2)[C:2]([F:1])([F:19])[F:20])[N:23]=1, predict the reactants needed to synthesize it. (2) Given the product [Br:26][C:27]1[CH:28]=[CH:29][C:30]([C:33]([NH:1][C:2]2[CH:23]=[C:22]3[C:5]([CH2:6][C:7]([CH3:25])([CH3:24])[CH2:8][C:9]43[CH2:13][O:12][C:11]([NH:14][C:15](=[O:21])[O:16][C:17]([CH3:20])([CH3:18])[CH3:19])=[N:10]4)=[CH:4][CH:3]=2)=[O:34])=[N:31][CH:32]=1, predict the reactants needed to synthesize it. The reactants are: [NH2:1][C:2]1[CH:23]=[C:22]2[C:5]([CH2:6][C:7]([CH3:25])([CH3:24])[CH2:8][C:9]32[CH2:13][O:12][C:11]([NH:14][C:15](=[O:21])[O:16][C:17]([CH3:20])([CH3:19])[CH3:18])=[N:10]3)=[CH:4][CH:3]=1.[Br:26][C:27]1[CH:28]=[CH:29][C:30]([C:33](O)=[O:34])=[N:31][CH:32]=1.O.[Cl-].COC1N=C(OC)N=C([N+]2(C)CCOCC2)N=1.